From a dataset of Forward reaction prediction with 1.9M reactions from USPTO patents (1976-2016). Predict the product of the given reaction. (1) The product is: [Br:24][CH2:16][C:4]1[C:3]([O:2][CH3:1])=[C:12]([N+:13]([O-:15])=[O:14])[CH:11]=[CH:10][C:5]=1[C:6]([O:8][CH3:9])=[O:7]. Given the reactants [CH3:1][O:2][C:3]1[C:4]([CH3:16])=[C:5]([CH:10]=[CH:11][C:12]=1[N+:13]([O-:15])=[O:14])[C:6]([O:8][CH3:9])=[O:7].C1C(=O)N([Br:24])C(=O)C1.N#N, predict the reaction product. (2) The product is: [Br:11][C:5]1[CH:6]=[C:7]([N+:8]([O-:10])=[O:9])[C:2]([C:19]#[N:21])=[N:3][CH:4]=1. Given the reactants N[C:2]1[C:7]([N+:8]([O-:10])=[O:9])=[CH:6][C:5]([Br:11])=[CH:4][N:3]=1.C(ON=O)(C)(C)C.[C:19](#[N:21])C, predict the reaction product.